Dataset: Peptide-MHC class I binding affinity with 185,985 pairs from IEDB/IMGT. Task: Regression. Given a peptide amino acid sequence and an MHC pseudo amino acid sequence, predict their binding affinity value. This is MHC class I binding data. (1) The peptide sequence is FQWHEAMFL. The MHC is HLA-A24:03 with pseudo-sequence HLA-A24:03. The binding affinity (normalized) is 0.0847. (2) The peptide sequence is YLKPKIWRF. The MHC is HLA-B08:02 with pseudo-sequence HLA-B08:02. The binding affinity (normalized) is 0.644. (3) The peptide sequence is TQIPRQMVL. The MHC is HLA-A24:03 with pseudo-sequence HLA-A24:03. The binding affinity (normalized) is 0.0847. (4) The MHC is HLA-A25:01 with pseudo-sequence HLA-A25:01. The binding affinity (normalized) is 0.0847. The peptide sequence is KLIDVSKCI. (5) The peptide sequence is GQFLSFASL. The MHC is HLA-B57:01 with pseudo-sequence HLA-B57:01. The binding affinity (normalized) is 0.0847.